From a dataset of Forward reaction prediction with 1.9M reactions from USPTO patents (1976-2016). Predict the product of the given reaction. (1) Given the reactants [NH2:1][C:2]1[N:6]([CH3:7])[C:5](=[O:8])[C:4]([C:16]2[CH:21]=[CH:20][C:19]([F:22])=[C:18](Br)[CH:17]=2)([C:9]2[CH:14]=[CH:13][C:12]([OH:15])=[CH:11][CH:10]=2)[N:3]=1.Br[C:25]1[CH:26]=[C:27]([O:31][CH3:32])[CH:28]=[N:29][CH:30]=1, predict the reaction product. The product is: [NH2:1][C:2]1[N:6]([CH3:7])[C:5](=[O:8])[C:4]([C:16]2[CH:21]=[CH:20][C:19]([F:22])=[C:18]([C:25]3[CH:30]=[N:29][CH:28]=[C:27]([O:31][CH3:32])[CH:26]=3)[CH:17]=2)([C:9]2[CH:14]=[CH:13][C:12]([OH:15])=[CH:11][CH:10]=2)[N:3]=1. (2) Given the reactants [C:1]([C@@H:4]([C@H:6]([C:8]([OH:10])=[O:9])[OH:7])[OH:5])([OH:3])=[O:2].[Cl:11][C:12]1[CH:13]=[C:14]([N:19]2[CH2:25][C@@H:24]3[C@@H:21]([CH2:22][NH:23]3)[CH2:20]2)[CH:15]=[N:16][C:17]=1[Cl:18], predict the reaction product. The product is: [OH2:2].[C:1]([C@@H:4]([C@H:6]([C:8]([OH:10])=[O:9])[OH:7])[OH:5])([OH:3])=[O:2].[Cl:11][C:12]1[CH:13]=[C:14]([N:19]2[CH2:25][C@@H:24]3[C@@H:21]([CH2:22][NH:23]3)[CH2:20]2)[CH:15]=[N:16][C:17]=1[Cl:18]. (3) Given the reactants [K].[CH2:2]([O:9][C:10]1[CH:11]=[C:12]([CH:16]=[CH:17][CH:18]=1)[C:13]([OH:15])=[O:14])[C:3]1[CH:8]=[CH:7][CH:6]=[CH:5][CH:4]=1.Br[CH2:20][Cl:21], predict the reaction product. The product is: [CH2:2]([O:9][C:10]1[CH:11]=[C:12]([CH:16]=[CH:17][CH:18]=1)[C:13]([O:15][CH2:20][Cl:21])=[O:14])[C:3]1[CH:4]=[CH:5][CH:6]=[CH:7][CH:8]=1. (4) The product is: [CH3:10][O:11][C:12]1[CH:13]=[C:14]([C:18]2([CH3:5])[CH2:19][CH2:20][CH2:21][NH:22]2)[CH:15]=[CH:16][CH:17]=1. Given the reactants B(F)(F)F.[CH3:5]COCC.[CH3:10][O:11][C:12]1[CH:13]=[C:14]([C:18]2[CH2:19][CH2:20][CH2:21][N:22]=2)[CH:15]=[CH:16][CH:17]=1.C[Li].C(=O)=O.CC(C)=O.Cl, predict the reaction product.